Dataset: Reaction yield outcomes from USPTO patents with 853,638 reactions. Task: Predict the reaction yield, written as a fraction of the theoretical maximum amount of product (1.0 means a 100% yield; for example, 0.34 means a 34% yield). (1) The reactants are [Br:1][C:2]1[C:3]([Cl:9])=[N:4][CH:5]=[C:6]([CH3:8])[CH:7]=1.[Br:10]N1C(=O)CCC1=O.C(OOC(=O)C1C=CC=CC=1)(=O)C1C=CC=CC=1. The catalyst is C(Cl)(Cl)(Cl)Cl. The product is [Br:1][C:2]1[C:3]([Cl:9])=[N:4][CH:5]=[C:6]([CH2:8][Br:10])[CH:7]=1. The yield is 0.340. (2) No catalyst specified. The product is [ClH:1].[C:19]1([CH:18]=[CH:17][CH2:16][N:13]2[CH:6]=[C:5]([CH2:4][CH2:3][CH2:2][C:7]3[N:8]=[C:9]([NH2:12])[NH:10][CH:11]=3)[N:15]=[N:14]2)[CH:24]=[CH:23][CH:22]=[CH:21][CH:20]=1. The yield is 0.430. The reactants are [ClH:1].[CH2:2]([C:7]1[N:8]=[C:9]([NH2:12])[NH:10][CH:11]=1)[CH2:3][CH2:4][C:5]#[CH:6].[N:13]([CH2:16][CH:17]=[CH:18][C:19]1[CH:24]=[CH:23][CH:22]=[CH:21][CH:20]=1)=[N+:14]=[N-:15]. (3) The reactants are Cl[C:2]1[C:11]2[C:6](=[CH:7][CH:8]=[C:9]([I:12])[CH:10]=2)[N:5]=[CH:4][CH:3]=1.[CH3:13][C:14]1[C:18]([CH3:19])=[C:17]([NH2:20])[NH:16][N:15]=1.Cl. The catalyst is CCO.C(OCC)C. The product is [CH3:19][C:18]1[C:17]([NH:20][C:2]2[C:11]3[C:6](=[CH:7][CH:8]=[C:9]([I:12])[CH:10]=3)[N:5]=[CH:4][CH:3]=2)=[N:16][NH:15][C:14]=1[CH3:13]. The yield is 0.600. (4) The reactants are [Br:1][C:2]1[N:7]=[CH:6][C:5]2[CH:8]=[C:9]([C:15]3[CH:16]=[N:17][N:18]([CH2:20][C:21]([F:24])([F:23])[F:22])[CH:19]=3)[N:10](S(C)(=O)=O)[C:4]=2[CH:3]=1.[OH-].[Na+].C(N(CC)CC)C.[C:34](O[C:34]([O:36][C:37]([CH3:40])([CH3:39])[CH3:38])=[O:35])([O:36][C:37]([CH3:40])([CH3:39])[CH3:38])=[O:35]. The catalyst is CO.CN(C1C=CN=CC=1)C. The product is [Br:1][C:2]1[N:7]=[CH:6][C:5]2[CH:8]=[C:9]([C:15]3[CH:16]=[N:17][N:18]([CH2:20][C:21]([F:24])([F:23])[F:22])[CH:19]=3)[N:10]([C:34]([O:36][C:37]([CH3:40])([CH3:39])[CH3:38])=[O:35])[C:4]=2[CH:3]=1. The yield is 0.790. (5) The reactants are [CH3:1][C:2]1[C:6]2[C:7](=[O:19])[N:8]([CH2:11][CH2:12][N:13]3[CH2:18][CH2:17][CH2:16][CH2:15][CH2:14]3)[CH2:9][CH2:10][C:5]=2[NH:4][C:3]=1[CH:20]=O.[Cl:22][C:23]1[C:24]([F:39])=[C:25]([C:29]2[CH:37]=[CH:36][CH:35]=[C:34]3[C:30]=2[CH2:31][C:32](=[O:38])[NH:33]3)[CH:26]=[CH:27][CH:28]=1. No catalyst specified. The product is [Cl:22][C:23]1[C:24]([F:39])=[C:25]([C:29]2[CH:37]=[CH:36][CH:35]=[C:34]3[C:30]=2[C:31](=[CH:20][C:3]2[NH:4][C:5]4[CH2:10][CH2:9][N:8]([CH2:11][CH2:12][N:13]5[CH2:14][CH2:15][CH2:16][CH2:17][CH2:18]5)[C:7](=[O:19])[C:6]=4[C:2]=2[CH3:1])[C:32](=[O:38])[NH:33]3)[CH:26]=[CH:27][CH:28]=1. The yield is 0.531. (6) The reactants are [F:1][C:2]1[N:7]=[CH:6][C:5](OB(O)O)=[CH:4][CH:3]=1.Br[C:13]1[CH:27]=[CH:26][C:16]([O:17][CH2:18][CH2:19][N:20]2[CH2:25][CH2:24][O:23][CH2:22][CH2:21]2)=[CH:15][CH:14]=1.C(=O)([O-])[O-].[Na+].[Na+].CC(OC)(C)C. The catalyst is O.COCCOC.C1C=CC([P]([Pd]([P](C2C=CC=CC=2)(C2C=CC=CC=2)C2C=CC=CC=2)([P](C2C=CC=CC=2)(C2C=CC=CC=2)C2C=CC=CC=2)[P](C2C=CC=CC=2)(C2C=CC=CC=2)C2C=CC=CC=2)(C2C=CC=CC=2)C2C=CC=CC=2)=CC=1. The product is [F:1][C:2]1[N:7]=[CH:6][C:5]([C:13]2[CH:27]=[CH:26][C:16]([O:17][CH2:18][CH2:19][N:20]3[CH2:25][CH2:24][O:23][CH2:22][CH2:21]3)=[CH:15][CH:14]=2)=[CH:4][CH:3]=1. The yield is 0.671. (7) The reactants are [F:1][C:2]1[CH:7]=[CH:6][C:5]([OH:8])=[CH:4][CH:3]=1.[C:9](O)([CH3:12])([CH3:11])[CH3:10].S(=O)(=O)(O)O. The catalyst is C(Cl)Cl. The product is [C:9]([C:6]1[CH:7]=[C:2]([F:1])[CH:3]=[CH:4][C:5]=1[OH:8])([CH3:12])([CH3:11])[CH3:10]. The yield is 0.420. (8) The reactants are [CH2:1]([O:3][C:4](=[O:26])[C:5]([C:14]([C:16]1[C:17](Cl)=[N:18][C:19]([O:23][CH3:24])=[C:20]([Br:22])[CH:21]=1)=[O:15])=[CH:6][NH:7][C@H:8]([CH2:12][OH:13])[CH:9]([CH3:11])[CH3:10])[CH3:2].C(=O)([O-])[O-].[K+].[K+]. The catalyst is CN(C=O)C. The product is [CH2:1]([O:3][C:4]([C:5]1[C:14](=[O:15])[C:16]2[C:17](=[N:18][C:19]([O:23][CH3:24])=[C:20]([Br:22])[CH:21]=2)[N:7]([C@H:8]([CH2:12][OH:13])[CH:9]([CH3:11])[CH3:10])[CH:6]=1)=[O:26])[CH3:2]. The yield is 0.680. (9) The reactants are [F:1][C:2]([F:7])([F:6])[C:3]([OH:5])=[O:4].[CH3:8][O:9][CH2:10][CH2:11][CH:12]([N:19]1[CH:23]=[C:22]([C:24]2[C:25]3[CH:32]=[CH:31][N:30](COCC[Si](C)(C)C)[C:26]=3[N:27]=[CH:28][N:29]=2)[CH:21]=[N:20]1)[C:13]1[CH:18]=[CH:17][CH:16]=[CH:15][CH:14]=1.C(Cl)Cl.CO.C(N)CN. The product is [F:1][C:2]([F:7])([F:6])[C:3]([OH:5])=[O:4].[CH3:8][O:9][CH2:10][CH2:11][CH:12]([N:19]1[CH:23]=[C:22]([C:24]2[C:25]3[CH:32]=[CH:31][NH:30][C:26]=3[N:27]=[CH:28][N:29]=2)[CH:21]=[N:20]1)[C:13]1[CH:14]=[CH:15][CH:16]=[CH:17][CH:18]=1. No catalyst specified. The yield is 0.600. (10) The reactants are Br[C:2]1[CH:22]=[CH:21][C:5]2[N:6]([CH3:20])[C:7](=[O:19])[CH2:8][N:9]=[C:10]([C:11]3[CH:12]=[C:13]([CH:16]=[CH:17][CH:18]=3)[C:14]#[N:15])[C:4]=2[CH:3]=1.C1(B(O)O)C=CC=CC=1.[CH3:32][O:33][C:34]1[CH:35]=[C:36](B(O)O)[CH:37]=[CH:38][CH:39]=1. No catalyst specified. The product is [CH3:32][O:33][C:34]1[CH:39]=[C:38]([C:2]2[CH:22]=[CH:21][C:5]3[N:6]([CH3:20])[C:7](=[O:19])[CH2:8][N:9]=[C:10]([C:11]4[CH:12]=[C:13]([CH:16]=[CH:17][CH:18]=4)[C:14]#[N:15])[C:4]=3[CH:3]=2)[CH:37]=[CH:36][CH:35]=1. The yield is 0.580.